Dataset: Forward reaction prediction with 1.9M reactions from USPTO patents (1976-2016). Task: Predict the product of the given reaction. Given the reactants [CH3:1][O:2][C:3](=[O:19])[C:4]([CH2:11][C:12]1[CH:17]=[CH:16][C:15]([OH:18])=[CH:14][CH:13]=1)([O:9][CH3:10])[C:5]([O:7][CH3:8])=[O:6].[C:20]([O:24][C:25](=[O:31])[N:26]([CH2:28][CH2:29]O)[CH3:27])([CH3:23])([CH3:22])[CH3:21].C1(P(C2C=CC=CC=2)C2C=CC=CC=2)C=CC=CC=1.CCOC(/N=N/C(OCC)=O)=O, predict the reaction product. The product is: [CH3:1][O:2][C:3](=[O:19])[C:4]([CH2:11][C:12]1[CH:13]=[CH:14][C:15]([O:18][CH2:29][CH2:28][N:26]([C:25]([O:24][C:20]([CH3:21])([CH3:23])[CH3:22])=[O:31])[CH3:27])=[CH:16][CH:17]=1)([O:9][CH3:10])[C:5]([O:7][CH3:8])=[O:6].